Dataset: Full USPTO retrosynthesis dataset with 1.9M reactions from patents (1976-2016). Task: Predict the reactants needed to synthesize the given product. (1) Given the product [Cl:25][C:26]1[CH:27]=[C:28]([C:2]2[N:7]3[N:8]=[C:9]([CH3:11])[CH:10]=[C:6]3[N:5]=[C:4]([NH:12][C:13](=[O:24])[C:14]3[CH:19]=[CH:18][C:17]([C:20]([OH:23])([CH3:22])[CH3:21])=[CH:16][CH:15]=3)[CH:3]=2)[CH:29]=[CH:30][C:31]=1[O:32][CH3:33], predict the reactants needed to synthesize it. The reactants are: Cl[C:2]1[N:7]2[N:8]=[C:9]([CH3:11])[CH:10]=[C:6]2[N:5]=[C:4]([NH:12][C:13](=[O:24])[C:14]2[CH:19]=[CH:18][C:17]([C:20]([OH:23])([CH3:22])[CH3:21])=[CH:16][CH:15]=2)[CH:3]=1.[Cl:25][C:26]1[CH:27]=[C:28](B(O)O)[CH:29]=[CH:30][C:31]=1[O:32][CH3:33].O1CCOCC1. (2) Given the product [C:1]1([CH2:7][N:8]2[CH2:13][CH2:12][O:11][CH2:10][C@@H:9]2[C:14]([OH:16])=[O:15])[CH:2]=[CH:3][CH:4]=[CH:5][CH:6]=1, predict the reactants needed to synthesize it. The reactants are: [C:1]1([CH2:7][N:8]2[CH2:13][CH2:12][O:11][CH2:10][C@@H:9]2[C:14]([O:16]CC)=[O:15])[CH:6]=[CH:5][CH:4]=[CH:3][CH:2]=1.O.[OH-].[Li+].[OH-].[Li+].Cl. (3) The reactants are: [Cl:1][C:2]1[CH:7]=[CH:6][C:5]([C:8]2[C:9](=[O:28])[O:10][C:11]3[C:16]([C:17]=2[CH2:18][C:19]2[CH:24]=[CH:23][C:22]([OH:25])=[CH:21][CH:20]=2)=[CH:15][CH:14]=[C:13]([O:26][CH3:27])[CH:12]=3)=[CH:4][CH:3]=1.[Br:29][CH:30](Br)[CH3:31].C([O-])([O-])=O.[K+].[K+]. Given the product [Cl:1][C:2]1[CH:3]=[CH:4][C:5]([C:8]2[C:9](=[O:28])[O:10][C:11]3[C:16]([C:17]=2[CH2:18][C:19]2[CH:24]=[CH:23][C:22]([O:25][CH2:31][CH2:30][Br:29])=[CH:21][CH:20]=2)=[CH:15][CH:14]=[C:13]([O:26][CH3:27])[CH:12]=3)=[CH:6][CH:7]=1, predict the reactants needed to synthesize it. (4) Given the product [OH:25][CH:24]([CH2:28][OH:27])[CH2:23][N:5]1[C:6]2[C:11](=[CH:10][CH:9]=[C:8]([O:21][CH3:22])[N:7]=2)[CH2:12][CH2:13][C:14]1=[O:15], predict the reactants needed to synthesize it. The reactants are: CC(C)(C)C([N:5]([CH2:23][CH:24]1[CH2:28][O:27]C(=O)[O:25]1)[C:6]1[C:11]([CH2:12][CH2:13][C:14](OCCCC)=[O:15])=[CH:10][CH:9]=[C:8]([O:21][CH3:22])[N:7]=1)=O.Cl. (5) Given the product [NH2:22][CH2:21][CH2:20][C:15]1[CH:16]=[CH:17][C:18]([CH3:19])=[C:13]([C:9]2[N:8]=[C:7]3[N:6]([CH3:23])[C:5](=[O:24])[N:4]([CH2:3][C:2]([CH3:1])([CH3:25])[CH3:26])[C:12]3=[CH:11][CH:10]=2)[CH:14]=1, predict the reactants needed to synthesize it. The reactants are: [CH3:1][C:2]([CH3:26])([CH3:25])[CH2:3][N:4]1[C:12]2[C:7](=[N:8][C:9]([C:13]3[CH:14]=[C:15]([CH2:20][C:21]#[N:22])[CH:16]=[CH:17][C:18]=3[CH3:19])=[CH:10][CH:11]=2)[N:6]([CH3:23])[C:5]1=[O:24]. (6) Given the product [CH3:15][C@H:16]1[CH2:21][NH:20][C@H:19]([CH3:22])[CH2:18][N:17]1[C:23]1[CH:30]=[CH:29][C:26]([C:27]#[N:28])=[C:25]([O:4][CH2:2][CH3:1])[CH:24]=1, predict the reactants needed to synthesize it. The reactants are: [CH3:1][C:2](C)([O-:4])C.[K+].C1COCC1.C(O)C.[CH3:15][C@H:16]1[CH2:21][NH:20][C@H:19]([CH3:22])[CH2:18][N:17]1[C:23]1[CH:30]=[CH:29][C:26]([C:27]#[N:28])=[C:25](F)[CH:24]=1. (7) Given the product [C:1]([O:5][C:6](=[O:31])[NH:7][CH:8]([C:10]1[O:30][CH:19]([NH:20][C:21]2[CH:26]=[C:25]([F:27])[CH:24]=[C:23]([F:28])[CH:22]=2)[C:13]2[C:14]([Cl:18])=[CH:15][CH:16]=[CH:17][C:12]=2[N:11]=1)[CH3:9])([CH3:4])([CH3:3])[CH3:2], predict the reactants needed to synthesize it. The reactants are: [C:1]([O:5][C:6](=[O:31])[NH:7][CH:8]([C:10](=[O:30])[NH:11][C:12]1[CH:17]=[CH:16][CH:15]=[C:14]([Cl:18])[C:13]=1[C:19](=O)[NH:20][C:21]1[CH:26]=[C:25]([F:27])[CH:24]=[C:23]([F:28])[CH:22]=1)[CH3:9])([CH3:4])([CH3:3])[CH3:2].C(N(CC)C(C)C)(C)C.C1(P(C2C=CC=CC=2)C2C=CC=CC=2)C=CC=CC=1.II. (8) Given the product [CH2:1]([C:8]1[CH:9]=[C:10]([C:14](=[O:16])[CH2:15][C:24]([C:26]2[N:30]([C:31]([C:32]3[CH:37]=[CH:36][CH:35]=[CH:34][CH:33]=3)([C:38]3[CH:39]=[CH:40][CH:41]=[CH:42][CH:43]=3)[C:44]3[CH:49]=[CH:48][CH:47]=[CH:46][CH:45]=3)[CH:29]=[N:28][N:27]=2)=[O:23])[CH:11]=[CH:12][CH:13]=1)[C:2]1[CH:3]=[CH:4][CH:5]=[CH:6][CH:7]=1, predict the reactants needed to synthesize it. The reactants are: [CH2:1]([C:8]1[CH:9]=[C:10]([C:14](=[O:16])[CH3:15])[CH:11]=[CH:12][CH:13]=1)[C:2]1[CH:7]=[CH:6][CH:5]=[CH:4][CH:3]=1.CC[O-].[Na+].C([O:23][C:24]([C:26]1[N:30]([C:31]([C:44]2[CH:49]=[CH:48][CH:47]=[CH:46][CH:45]=2)([C:38]2[CH:43]=[CH:42][CH:41]=[CH:40][CH:39]=2)[C:32]2[CH:37]=[CH:36][CH:35]=[CH:34][CH:33]=2)[CH:29]=[N:28][N:27]=1)=O)C. (9) Given the product [N:4]1[C:3]([CH2:2][N:16]2[C:12](=[O:22])[C:13]3[C:14](=[CH:18][CH:19]=[CH:20][CH:21]=3)[C:15]2=[O:17])=[CH:11][N:6]2[CH:7]=[CH:8][CH:9]=[CH:10][C:5]=12, predict the reactants needed to synthesize it. The reactants are: Cl[CH2:2][C:3]1[N:4]=[C:5]2[CH:10]=[CH:9][CH:8]=[CH:7][N:6]2[CH:11]=1.[C:12]1(=[O:22])[NH:16][C:15](=[O:17])[C:14]2=[CH:18][CH:19]=[CH:20][CH:21]=[C:13]12.[K].